From a dataset of Full USPTO retrosynthesis dataset with 1.9M reactions from patents (1976-2016). Predict the reactants needed to synthesize the given product. Given the product [CH2:42]([O:41][CH2:40][CH2:39][CH2:38][C:22]1([C:25]([O:27][CH2:28][CH3:29])=[O:26])[CH2:21][CH2:20][N:19]([C:30]([O:32][C:33]([CH3:35])([CH3:34])[CH3:36])=[O:31])[CH2:24][CH2:23]1)[C:43]1[CH:48]=[CH:47][CH:46]=[CH:45][CH:44]=1, predict the reactants needed to synthesize it. The reactants are: C(NC(C)C)(C)C.C([Li])CCC.CCCCCC.[N:19]1([C:30]([O:32][C:33]([CH3:36])([CH3:35])[CH3:34])=[O:31])[CH2:24][CH2:23][CH:22]([C:25]([O:27][CH2:28][CH3:29])=[O:26])[CH2:21][CH2:20]1.Br[CH2:38][CH2:39][CH2:40][O:41][CH2:42][C:43]1[CH:48]=[CH:47][CH:46]=[CH:45][CH:44]=1.Cl.